This data is from Forward reaction prediction with 1.9M reactions from USPTO patents (1976-2016). The task is: Predict the product of the given reaction. Given the reactants [CH:1]([NH:3][CH2:4][C:5]([O:7][C@H:8]([CH2:21][CH2:22][CH:23]=[CH2:24])[CH2:9][C@H:10]1[C@H:13]([CH2:14][CH2:15][CH2:16][CH2:17][CH2:18][CH3:19])[C:12](=[O:20])[O:11]1)=[O:6])=[O:2], predict the reaction product. The product is: [CH:1]([NH:3][CH2:4][C:5]([O:7][C@H:8]([CH2:21][CH2:22][CH2:23][CH3:24])[CH2:9][C@H:10]1[C@H:13]([CH2:14][CH2:15][CH2:16][CH2:17][CH2:18][CH3:19])[C:12](=[O:20])[O:11]1)=[O:6])=[O:2].